Task: Predict which catalyst facilitates the given reaction.. Dataset: Catalyst prediction with 721,799 reactions and 888 catalyst types from USPTO Reactant: [CH2:1]=P(C1C=CC=CC=1)(C1C=CC=CC=1)C1C=CC=CC=1.[Br:21][C:22]1[CH2:23][C:24](=[C:36]=O)[C:25]2[O:32][C:29]3([CH2:31][CH2:30]3)[CH2:28][C:27]([CH3:34])([CH3:33])[C:26]=2[CH:35]=1.C(OCC)(=O)C. Product: [Br:21][C:22]1[CH:23]=[C:24]([CH:36]=[CH2:1])[C:25]2[O:32][C:29]3([CH2:31][CH2:30]3)[CH2:28][C:27]([CH3:34])([CH3:33])[C:26]=2[CH:35]=1. The catalyst class is: 81.